Predict which catalyst facilitates the given reaction. From a dataset of Catalyst prediction with 721,799 reactions and 888 catalyst types from USPTO. (1) Reactant: [NH3:1].[Cl:2][C:3]1[CH:4]=[CH:5][C:6]([O:19][C@H:20]([C:22]2[N:26]([CH3:27])[C:25]([C:28]3[CH:33]=[CH:32][CH:31]=[CH:30][C:29]=3[C:34]([F:37])([F:36])[F:35])=[N:24][N:23]=2)[CH3:21])=[C:7]([C:9]2[O:13][C:12]([C:14]([O:16]CC)=O)=[N:11][N:10]=2)[CH:8]=1.O. Product: [Cl:2][C:3]1[CH:4]=[CH:5][C:6]([O:19][C@H:20]([C:22]2[N:26]([CH3:27])[C:25]([C:28]3[CH:33]=[CH:32][CH:31]=[CH:30][C:29]=3[C:34]([F:36])([F:35])[F:37])=[N:24][N:23]=2)[CH3:21])=[C:7]([C:9]2[O:13][C:12]([C:14]([NH2:1])=[O:16])=[N:11][N:10]=2)[CH:8]=1. The catalyst class is: 8. (2) Reactant: [H-].[Na+].[CH:3]1[C:12]2[C:7](=[C:8]([NH:13][C:14]([NH:16][CH2:17][C:18]3[CH:23]=[CH:22][C:21]([C:24]([F:27])([F:26])[F:25])=[CH:20][CH:19]=3)=[O:15])[CH:9]=[CH:10][CH:11]=2)[CH:6]=[CH:5][N:4]=1.[CH3:28]I.CO. Product: [CH:3]1[C:12]2[C:7](=[C:8]([N:13]([CH3:28])[C:14]([NH:16][CH2:17][C:18]3[CH:23]=[CH:22][C:21]([C:24]([F:25])([F:26])[F:27])=[CH:20][CH:19]=3)=[O:15])[CH:9]=[CH:10][CH:11]=2)[CH:6]=[CH:5][N:4]=1. The catalyst class is: 2. (3) Reactant: [NH2:1][C:2]1[CH:7]=[C:6]([O:8][C:9]([F:12])([F:11])[F:10])[CH:5]=[CH:4][C:3]=1/[CH:13]=[CH:14]/[C:15]([O:17][CH2:18][CH3:19])=[O:16].OCC1(OC[C@@H](O)[C@@H](O)[C@H]1O)O. Product: [NH2:1][C:2]1[CH:7]=[C:6]([O:8][C:9]([F:10])([F:11])[F:12])[CH:5]=[CH:4][C:3]=1[CH2:13][CH2:14][C:15]([O:17][CH2:18][CH3:19])=[O:16]. The catalyst class is: 19. (4) Reactant: [BH4-].[Na+].[I-].[Br:4][C:5]1[CH:18]=[CH:17][C:16]2[O:15][C:14]3[CH:13]=[CH:12][N+:11]([CH3:19])=[CH:10][C:9]=3[C:8](=[O:20])[C:7]=2[CH:6]=1.CCO.C1COCC1. Product: [Br:4][C:5]1[CH:18]=[CH:17][C:16]2[O:15][CH:14]3[CH:9]([CH2:10][N:11]([CH3:19])[CH2:12][CH2:13]3)[CH:8]([OH:20])[C:7]=2[CH:6]=1. The catalyst class is: 96. (5) Reactant: C1C2C(COC(=O)[NH:17][CH2:18][CH2:19][O:20][CH2:21][CH2:22][O:23][CH2:24][CH2:25][O:26][CH2:27][CH2:28][C:29](ON3C(=O)CCC3=O)=[O:30])C3C(=CC=CC=3)C=2C=CC=1.[ClH:40].[NH2:41][C:42]1[CH:50]=[CH:49][CH:48]=[C:47]2[C:43]=1[C:44](=[O:65])[N:45]([C:52]1([CH2:60][CH2:61][CH2:62][CH2:63][NH2:64])[CH2:57][CH2:56][C:55](=[O:58])[NH:54][C:53]1=[O:59])[C:46]2=[O:51].C(N(CC)CC)C. Product: [NH2:41][C:42]1[CH:50]=[CH:49][CH:48]=[C:47]2[C:43]=1[C:44](=[O:65])[N:45]([C:52]1([CH2:60][CH2:61][CH2:62][CH2:63][NH:64][C:29](=[O:30])[CH2:28][CH2:27][O:26][CH2:25][CH2:24][O:23][CH2:22][CH2:21][O:20][CH2:19][CH2:18][NH2:17])[CH2:57][CH2:56][C:55](=[O:58])[NH:54][C:53]1=[O:59])[C:46]2=[O:51].[ClH:40].[NH2:41][C:42]1[CH:50]=[CH:49][CH:48]=[C:47]2[C:43]=1[C:44](=[O:65])[N:45]([C:52]1([CH2:60][CH2:61][CH2:62][CH2:63][NH2:64])[CH2:57][CH2:56][C:55](=[O:58])[NH:54][C:53]1=[O:59])[C:46]2=[O:51]. The catalyst class is: 16. (6) Reactant: F[B-](F)(F)F.[N:6]1(OC(N(C)C)=[N+](C)C)[C:10]2C=CC=CC=2N=N1.F[P-](F)(F)(F)(F)F.N1(OC(N(C)C)=[N+](C)C)C2N=CC=CC=2N=N1.[Br:47][C:48]1[CH:49]=[CH:50][C:51]([C:54]2([C:57]([OH:59])=O)[CH2:56][CH2:55]2)=[N:52][CH:53]=1.C(N(C(C)C)C(C)C)C.CN. Product: [CH3:10][NH:6][C:57]([C:54]1([C:51]2[CH:50]=[CH:49][C:48]([Br:47])=[CH:53][N:52]=2)[CH2:56][CH2:55]1)=[O:59]. The catalyst class is: 9. (7) Reactant: [NH2:1][C:2]1[CH:7]=[CH:6][C:5]([C:8]#[C:9][C:10]2[N:11]([CH2:23][CH3:24])[C:12]3[C:17]([C:18]=2[C:19]#[N:20])=[CH:16][CH:15]=[C:14]([O:21][CH3:22])[CH:13]=3)=[CH:4][CH:3]=1.[CH3:25][S:26](Cl)(=[O:28])=[O:27]. Product: [C:19]([C:18]1[C:17]2[C:12](=[CH:13][C:14]([O:21][CH3:22])=[CH:15][CH:16]=2)[N:11]([CH2:23][CH3:24])[C:10]=1[C:9]#[C:8][C:5]1[CH:6]=[CH:7][C:2]([NH:1][S:26]([CH3:25])(=[O:28])=[O:27])=[CH:3][CH:4]=1)#[N:20]. The catalyst class is: 300.